This data is from Catalyst prediction with 721,799 reactions and 888 catalyst types from USPTO. The task is: Predict which catalyst facilitates the given reaction. (1) Reactant: [Cl:1][C:2]1[CH:3]=[CH:4][C:5]([C:9]2[N:13]([CH2:14][CH:15]3[CH2:20][CH2:19][CH2:18][CH2:17][CH2:16]3)[C:12]3[CH:21]=[C:22]([F:26])[C:23]([F:25])=[CH:24][C:11]=3[N:10]=2)=[C:6]([OH:8])[CH:7]=1.C(=O)([O-])[O-].[Cs+].[Cs+].Br[CH2:34][CH:35]1[CH2:40][CH2:39][CH2:38][CH2:37][CH2:36]1. The catalyst class is: 21. Product: [Cl:1][C:2]1[CH:3]=[CH:4][C:5]([C:9]2[N:13]([CH2:14][CH:15]3[CH2:16][CH2:17][CH2:18][CH2:19][CH2:20]3)[C:12]3[CH:21]=[C:22]([F:26])[C:23]([F:25])=[CH:24][C:11]=3[N:10]=2)=[C:6]([O:8][CH2:34][CH:35]2[CH2:40][CH2:39][CH2:38][CH2:37][CH2:36]2)[CH:7]=1. (2) Reactant: Br[C:2]1[S:3][C:4]([C:7]([O:9][CH3:10])=[O:8])=[CH:5][N:6]=1.[F:11][C:12]([F:27])([F:26])[C:13]1[CH:25]=[CH:24][CH:23]=[CH:22][C:14]=1[O:15][CH:16]1[CH2:21][CH2:20][NH:19][CH2:18][CH2:17]1. Product: [F:27][C:12]([F:11])([F:26])[C:13]1[CH:25]=[CH:24][CH:23]=[CH:22][C:14]=1[O:15][CH:16]1[CH2:21][CH2:20][N:19]([C:2]2[S:3][C:4]([C:7]([O:9][CH3:10])=[O:8])=[CH:5][N:6]=2)[CH2:18][CH2:17]1. The catalyst class is: 38.